This data is from Reaction yield outcomes from USPTO patents with 853,638 reactions. The task is: Predict the reaction yield, written as a fraction of the theoretical maximum amount of product (1.0 means a 100% yield; for example, 0.34 means a 34% yield). (1) The reactants are C(NC(C)C)(C)C.[Li][CH2:9][CH2:10][CH2:11][CH3:12].[C:13]([N:20]1[CH2:25][CH2:24][CH:23]([C:26]([O:28][CH2:29][CH3:30])=[O:27])[CH2:22][CH2:21]1)([O:15][C:16]([CH3:19])([CH3:18])[CH3:17])=[O:14]. The catalyst is C1COCC1. The product is [CH2:29]([O:28][C:26]([C:23]1([CH2:12][CH2:11][CH:10]=[CH2:9])[CH2:24][CH2:25][N:20]([C:13]([O:15][C:16]([CH3:19])([CH3:18])[CH3:17])=[O:14])[CH2:21][CH2:22]1)=[O:27])[CH3:30]. The yield is 0.760. (2) The reactants are [NH:1]1[CH2:6][CH2:5][CH2:4][CH2:3][CH2:2]1.[C:7]([NH:10][C:11]1[CH:16]=[CH:15][C:14]([S:17](Cl)(=[O:19])=[O:18])=[CH:13][CH:12]=1)(=[O:9])[CH3:8]. The catalyst is O1CCOCC1. The product is [C:7]([NH:10][C:11]1[CH:12]=[CH:13][C:14]([S:17]([N:1]2[CH2:6][CH2:5][CH2:4][CH2:3][CH2:2]2)(=[O:19])=[O:18])=[CH:15][CH:16]=1)(=[O:9])[CH3:8]. The yield is 0.521. (3) The reactants are [NH2:1][C:2]1[CH:3]=[C:4]([CH:29]=[CH:30][CH:31]=1)[CH2:5][N:6]1[CH2:14][C:13]2[C:8](=[CH:9][CH:10]=[C:11]([C:15]3[CH:16]=[C:17]([CH:24]=[CH:25][C:26]=3[CH3:27])[C:18]([NH:20][CH:21]3[CH2:23][CH2:22]3)=[O:19])[CH:12]=2)[C:7]1=[O:28].N1C=CC=CC=1.[CH3:38][S:39](Cl)(=[O:41])=[O:40]. The catalyst is CN(C)C1C=CN=CC=1.C(Cl)Cl.C([O-])(O)=O.[Na+]. The product is [CH:21]1([NH:20][C:18](=[O:19])[C:17]2[CH:24]=[CH:25][C:26]([CH3:27])=[C:15]([C:11]3[CH:12]=[C:13]4[C:8](=[CH:9][CH:10]=3)[C:7](=[O:28])[N:6]([CH2:5][C:4]3[CH:29]=[CH:30][CH:31]=[C:2]([NH:1][S:39]([CH3:38])(=[O:41])=[O:40])[CH:3]=3)[CH2:14]4)[CH:16]=2)[CH2:22][CH2:23]1. The yield is 0.860. (4) The reactants are [Br:1][C:2]1[CH:3]=[C:4]([CH:12]2[C:21]3[C:16](=[CH:17][C:18]([N:22]([CH3:24])[CH3:23])=[CH:19][CH:20]=3)[O:15][CH:14](N3CCOCC3)[CH2:13]2)[CH:5]=[C:6]([O:10][CH3:11])[C:7]=1[O:8][CH3:9].C([O-])(O)=[O:32].[Na+]. The catalyst is C(O)(=O)C.O. The product is [Br:1][C:2]1[CH:3]=[C:4]([CH:12]2[C:21]3[C:16](=[CH:17][C:18]([N:22]([CH3:24])[CH3:23])=[CH:19][CH:20]=3)[O:15][CH:14]([OH:32])[CH2:13]2)[CH:5]=[C:6]([O:10][CH3:11])[C:7]=1[O:8][CH3:9]. The yield is 0.800. (5) The reactants are ClC(Cl)(Cl)CO[C:5](=[O:17])[NH:6][C:7]1[N:8]([CH3:16])[N:9]=[C:10]([C:12]([CH3:15])([CH3:14])[CH3:13])[CH:11]=1.[CH:20]([Si:23]([CH:56]([CH3:58])[CH3:57])([CH:53]([CH3:55])[CH3:54])[O:24][CH2:25][CH:26]1[CH2:31][CH2:30][N:29]([C:32]2[N:36]3[CH:37]=[C:38]([O:41][C@H:42]4[C:51]5[C:46](=[CH:47][CH:48]=[CH:49][CH:50]=5)[C@@H:45]([NH2:52])[CH2:44][CH2:43]4)[CH:39]=[CH:40][C:35]3=[N:34][N:33]=2)[CH2:28][CH2:27]1)([CH3:22])[CH3:21].CCN(C(C)C)C(C)C. The catalyst is O1CCOCC1.C(Cl)Cl. The product is [C:12]([C:10]1[CH:11]=[C:7]([NH:6][C:5]([NH:52][C@@H:45]2[C:46]3[C:51](=[CH:50][CH:49]=[CH:48][CH:47]=3)[C@H:42]([O:41][C:38]3[CH:39]=[CH:40][C:35]4[N:36]([C:32]([N:29]5[CH2:28][CH2:27][CH:26]([CH2:25][O:24][Si:23]([CH:20]([CH3:22])[CH3:21])([CH:56]([CH3:58])[CH3:57])[CH:53]([CH3:55])[CH3:54])[CH2:31][CH2:30]5)=[N:33][N:34]=4)[CH:37]=3)[CH2:43][CH2:44]2)=[O:17])[N:8]([CH3:16])[N:9]=1)([CH3:13])([CH3:14])[CH3:15]. The yield is 0.590.